From a dataset of Full USPTO retrosynthesis dataset with 1.9M reactions from patents (1976-2016). Predict the reactants needed to synthesize the given product. (1) Given the product [OH:2][CH:1]([C:3]1[C:4]([NH:11][C:12]2[CH:13]=[C:14]([NH:18][C:19](=[O:25])[O:20][C:21]([CH3:22])([CH3:24])[CH3:23])[CH:15]=[CH:16][CH:17]=2)=[N:5][C:6]([S:9][CH3:10])=[N:7][CH:8]=1)[CH3:26], predict the reactants needed to synthesize it. The reactants are: [CH:1]([C:3]1[C:4]([NH:11][C:12]2[CH:13]=[C:14]([NH:18][C:19](=[O:25])[O:20][C:21]([CH3:24])([CH3:23])[CH3:22])[CH:15]=[CH:16][CH:17]=2)=[N:5][C:6]([S:9][CH3:10])=[N:7][CH:8]=1)=[O:2].[CH2:26]1COCC1.C[Mg]Br.[NH4+].[Cl-]. (2) Given the product [Cl:27][C:26]1[CH:25]=[CH:4][C:3]([NH:1][CH:2]2[C:15]3[C:6](=[CH:7][CH:8]=[C:9]4[C:14]=3[CH:13]=[CH:12][CH:11]=[N:10]4)[N:5]([C:16](=[O:18])[CH3:17])[CH:4]([CH3:19])[CH2:3]2)=[CH:2][CH:15]=1, predict the reactants needed to synthesize it. The reactants are: [NH2:1][CH:2]1[C:15]2[C:6](=[CH:7][CH:8]=[C:9]3[C:14]=2[CH:13]=[CH:12][CH:11]=[N:10]3)[N:5]([C:16](=[O:18])[CH3:17])[CH:4]([CH3:19])[CH2:3]1.C(N([CH2:25][CH3:26])CC)C.[Cl-:27].[NH4+]. (3) Given the product [CH2:30]([N:20]1[N:19]=[C:18]([C:10]2[C:11]3[C:16](=[CH:15][CH:14]=[C:13]([F:17])[CH:12]=3)[N:8]([CH2:7][C:6]([OH:33])=[O:5])[C:9]=2[CH3:32])[C:23]2[CH:24]=[CH:25][CH:26]=[CH:27][C:22]=2[S:21]1(=[O:29])=[O:28])[CH3:31], predict the reactants needed to synthesize it. The reactants are: C([O:5][C:6](=[O:33])[CH2:7][N:8]1[C:16]2[C:11](=[CH:12][C:13]([F:17])=[CH:14][CH:15]=2)[C:10]([C:18]2[C:23]3[CH:24]=[CH:25][CH:26]=[CH:27][C:22]=3[S:21](=[O:29])(=[O:28])[N:20]([CH2:30][CH3:31])[N:19]=2)=[C:9]1[CH3:32])(C)(C)C.C(O)(C(F)(F)F)=O. (4) Given the product [CH3:22][O:21][C:19]([C:9]1[N:10]=[CH:11][N:12]([CH:13]2[CH2:18][CH2:17][CH2:16][N:15]([C:31]([O:33][CH2:34][C:35]3[CH:40]=[CH:39][CH:38]=[CH:37][CH:36]=3)=[O:32])[CH2:14]2)[C:8]=1[C:2]1[CH:3]=[CH:4][CH:5]=[CH:6][CH:7]=1)=[O:20], predict the reactants needed to synthesize it. The reactants are: Cl.[C:2]1([C:8]2[N:12]([CH:13]3[CH2:18][CH2:17][CH2:16][NH:15][CH2:14]3)[CH:11]=[N:10][C:9]=2[C:19]([O:21][CH3:22])=[O:20])[CH:7]=[CH:6][CH:5]=[CH:4][CH:3]=1.C(N(CC)CC)C.Cl[C:31]([O:33][CH2:34][C:35]1[CH:40]=[CH:39][CH:38]=[CH:37][CH:36]=1)=[O:32].O. (5) Given the product [CH3:18][O:17][C:16]1[CH:15]=[CH:14][CH:13]=[C:12]([O:19][CH3:20])[C:11]=1[CH:2]1[N:1]([CH2:25][C:24]2[CH:27]=[C:28]([O:31][C:32]([F:33])([F:34])[F:35])[CH:29]=[CH:30][C:23]=2[O:22][CH3:21])[C:5](=[O:7])[CH:4]([CH3:10])[CH2:3]1, predict the reactants needed to synthesize it. The reactants are: [NH2:1][CH:2]([C:11]1[C:16]([O:17][CH3:18])=[CH:15][CH:14]=[CH:13][C:12]=1[O:19][CH3:20])[CH2:3][CH:4]([CH3:10])[C:5]([O:7]CC)=O.[CH3:21][O:22][C:23]1[CH:30]=[CH:29][C:28]([O:31][C:32]([F:35])([F:34])[F:33])=[CH:27][C:24]=1[CH:25]=O.